This data is from Full USPTO retrosynthesis dataset with 1.9M reactions from patents (1976-2016). The task is: Predict the reactants needed to synthesize the given product. (1) Given the product [CH3:12][O:7][C:6](=[O:8])[C:5]1[CH:9]=[CH:10][C:2]([OH:1])=[N:3][CH:4]=1, predict the reactants needed to synthesize it. The reactants are: [OH:1][C:2]1[CH:10]=[CH:9][C:5]([C:6]([OH:8])=[O:7])=[CH:4][N:3]=1.[Si](C=[N+]=[N-])(C)(C)[CH3:12]. (2) Given the product [NH2:15][C:12]1[CH:11]=[CH:10][C:9]([CH:5]2[CH2:4][C:3](=[O:18])[N:2]([CH3:1])[C:7](=[O:8])[CH2:6]2)=[CH:14][CH:13]=1, predict the reactants needed to synthesize it. The reactants are: [CH3:1][N:2]1[C:7](=[O:8])[CH2:6][CH:5]([C:9]2[CH:14]=[CH:13][C:12]([N+:15]([O-])=O)=[CH:11][CH:10]=2)[CH2:4][C:3]1=[O:18]. (3) Given the product [CH3:1][C:2]1[N:7]=[CH:6][C:5]([CH2:8][O:9][C:10]2[CH:15]=[CH:14][N:13]([C:16]3[CH:21]=[CH:20][C:19]4[C:22]5[CH2:23][NH:24][CH2:25][CH2:26][CH2:27][C:28]=5[O:29][C:18]=4[CH:17]=3)[C:12](=[O:37])[CH:11]=2)=[CH:4][CH:3]=1, predict the reactants needed to synthesize it. The reactants are: [CH3:1][C:2]1[N:7]=[CH:6][C:5]([CH2:8][O:9][C:10]2[CH:15]=[CH:14][N:13]([C:16]3[CH:21]=[CH:20][C:19]4[C:22]5[CH2:23][N:24](C(OC(C)(C)C)=O)[CH2:25][CH2:26][CH2:27][C:28]=5[O:29][C:18]=4[CH:17]=3)[C:12](=[O:37])[CH:11]=2)=[CH:4][CH:3]=1.Cl.C([O-])(O)=O.[Na+]. (4) Given the product [NH2:1][C:2]1[C:3]([C:4]#[N:5])=[C:6]([C:26]2[CH:31]=[CH:30][C:29]([N:32]([CH3:34])[CH3:33])=[C:28]([NH:35][C:38](=[O:39])[CH2:37][Cl:36])[CH:27]=2)[CH:7]=[C:8]([C:10]2[CH:15]=[CH:14][CH:13]=[CH:12][C:11]=2[O:16][CH2:17][C:18]2[CH:23]=[CH:22][C:21]([O:24][CH3:25])=[CH:20][CH:19]=2)[N:9]=1, predict the reactants needed to synthesize it. The reactants are: [NH2:1][C:2]1[N:9]=[C:8]([C:10]2[CH:15]=[CH:14][CH:13]=[CH:12][C:11]=2[O:16][CH2:17][C:18]2[CH:23]=[CH:22][C:21]([O:24][CH3:25])=[CH:20][CH:19]=2)[CH:7]=[C:6]([C:26]2[CH:31]=[CH:30][C:29]([N:32]([CH3:34])[CH3:33])=[C:28]([NH2:35])[CH:27]=2)[C:3]=1[C:4]#[N:5].[Cl:36][CH2:37][C:38](Cl)=[O:39]. (5) Given the product [CH3:15][O:14][C:10]1[CH:9]=[C:8]([C:6]2[C:5]([CH3:16])=[CH:4][N:3]=[C:2]([NH:29][C:28]3[CH:27]=[CH:26][C:25]([CH2:24][N:21]4[CH2:20][CH2:19][N:18]([CH3:17])[CH2:23][CH2:22]4)=[CH:31][CH:30]=3)[N:7]=2)[CH:13]=[CH:12][CH:11]=1, predict the reactants needed to synthesize it. The reactants are: Cl[C:2]1[N:7]=[C:6]([C:8]2[CH:13]=[CH:12][CH:11]=[C:10]([O:14][CH3:15])[CH:9]=2)[C:5]([CH3:16])=[CH:4][N:3]=1.[CH3:17][N:18]1[CH2:23][CH2:22][N:21]([CH2:24][C:25]2[CH:31]=[CH:30][C:28]([NH2:29])=[CH:27][CH:26]=2)[CH2:20][CH2:19]1. (6) Given the product [F:20][C:18]([F:21])([F:19])[C:14]1[CH:13]=[C:12]([NH:11][C:9]([N:8]2[C:3]3[CH:4]=[CH:5][CH:6]=[CH:7][C:2]=3[NH:1][C:22]2=[S:23])=[S:10])[CH:17]=[CH:16][CH:15]=1, predict the reactants needed to synthesize it. The reactants are: [NH2:1][C:2]1[CH:7]=[CH:6][CH:5]=[CH:4][C:3]=1[NH:8][C:9]([NH:11][C:12]1[CH:17]=[CH:16][CH:15]=[C:14]([C:18]([F:21])([F:20])[F:19])[CH:13]=1)=[S:10].[C:22](N1C=CN=C1)(N1C=CN=C1)=[S:23]. (7) Given the product [O:24]1[CH2:28][CH2:27][CH:26]([CH2:29][NH:30][C:8]([C:5]2[CH:4]=[C:3]([CH:2]([O:11][CH2:12][C:13]3[CH:22]=[CH:21][C:20]4[C:15](=[CH:16][CH:17]=[CH:18][CH:19]=4)[CH:14]=3)[F:1])[O:7][N:6]=2)=[O:10])[CH2:25]1, predict the reactants needed to synthesize it. The reactants are: [F:1][CH:2]([O:11][CH2:12][C:13]1[CH:22]=[CH:21][C:20]2[C:15](=[CH:16][CH:17]=[CH:18][CH:19]=2)[CH:14]=1)[C:3]1[O:7][N:6]=[C:5]([C:8]([OH:10])=O)[CH:4]=1.Cl.[O:24]1[CH2:28][CH2:27][CH:26]([CH2:29][NH2:30])[CH2:25]1.C(N(CC)CC)C.ON1C2C=CC=CC=2N=N1.Cl.C(N=C=NCCCN(C)C)C. (8) Given the product [O:20]=[C:12]1[C:11](=[C:8]2[C:9]3[C:5](=[CH:4][CH:3]=[C:2]([NH:1][C:30](=[O:32])[CH3:31])[CH:10]=3)[CH2:6][O:7]2)[C:19]2[C:14](=[CH:15][CH:16]=[CH:17][CH:18]=2)[NH:13]1, predict the reactants needed to synthesize it. The reactants are: [NH2:1][C:2]1[CH:10]=[C:9]2[C:5]([CH2:6][O:7][C:8]2=[C:11]2[C:19]3[C:14](=[CH:15][CH:16]=[CH:17][CH:18]=3)[NH:13][C:12]2=[O:20])=[CH:4][CH:3]=1.C(N(CC)C(C)C)(C)C.[C:30](Cl)(=[O:32])[CH3:31]. (9) Given the product [F:1][C:2]1[CH:15]=[C:14]([F:16])[CH:13]=[CH:12][C:3]=1[C:4]([C:6]1([CH2:18][C:17]([NH:19][CH:20]=[O:22])=[O:28])[CH2:7][CH2:8]1)=[O:5], predict the reactants needed to synthesize it. The reactants are: [F:1][C:2]1[CH:15]=[C:14]([F:16])[CH:13]=[CH:12][C:3]=1[C:4]([C:6]1(NC=O)[CH2:8][CH2:7]1)=[O:5].[C:17](#[N:19])[CH3:18].[C:20](OC(=O)C)(=[O:22])C.C(=O)(O)[O-:28].[Na+]. (10) Given the product [F:32][CH:30]([F:31])[C:22]1[N:21]([C:11]2[N:12]=[C:13]([N:15]3[CH2:16][CH2:17][O:18][CH2:19][CH2:20]3)[N:14]=[C:9]([NH:1][C:2]3[CH:3]=[N:4][N:5]([CH3:7])[CH:6]=3)[N:10]=2)[C:25]2[CH:26]=[CH:27][CH:28]=[CH:29][C:24]=2[N:23]=1, predict the reactants needed to synthesize it. The reactants are: [NH2:1][C:2]1[CH:3]=[N:4][N:5]([CH3:7])[CH:6]=1.Cl[C:9]1[N:14]=[C:13]([N:15]2[CH2:20][CH2:19][O:18][CH2:17][CH2:16]2)[N:12]=[C:11]([N:21]2[C:25]3[CH:26]=[CH:27][CH:28]=[CH:29][C:24]=3[N:23]=[C:22]2[CH:30]([F:32])[F:31])[N:10]=1.O.